Dataset: Full USPTO retrosynthesis dataset with 1.9M reactions from patents (1976-2016). Task: Predict the reactants needed to synthesize the given product. (1) Given the product [O:42]1[C:43]2[CH:49]=[CH:48][CH:47]=[CH:46][C:44]=2[N:45]=[C:41]1[CH:39]([C@@H:38]([NH:37][C:11](=[O:13])[C@@H:10]([NH:14][C:15]1[S:16][C:17]([N+:20]([O-:22])=[O:21])=[CH:18][N:19]=1)[CH2:9][S:8][CH2:1][C:2]1[CH:3]=[CH:4][CH:5]=[CH:6][CH:7]=1)[CH2:50][CH2:51][CH3:52])[OH:40], predict the reactants needed to synthesize it. The reactants are: [CH2:1]([S:8][CH2:9][C@H:10]([NH:14][C:15]1[S:16][C:17]([N+:20]([O-:22])=[O:21])=[CH:18][N:19]=1)[C:11]([OH:13])=O)[C:2]1[CH:7]=[CH:6][CH:5]=[CH:4][CH:3]=1.C1C=CC2N(O)N=NC=2C=1.C(Cl)CCl.[NH2:37][CH:38]([CH2:50][CH2:51][CH3:52])[C@@H:39]([C:41]1[O:42][C:43]2[CH:49]=[CH:48][CH:47]=[CH:46][C:44]=2[N:45]=1)[OH:40].CN1CCOCC1. (2) Given the product [N:12]1[CH:13]=[CH:14][CH:15]=[C:10]([CH2:9][NH:8][C:7]([C:6]2[S:5][C:4]([C:17]3[CH:21]=[CH:20][N:19]([CH2:22][CH2:23][N:30]([CH3:29])[C:31]4[CH:36]=[CH:35][CH:34]=[CH:33][CH:32]=4)[N:18]=3)=[N:3][C:2]=2[CH3:1])=[O:16])[CH:11]=1, predict the reactants needed to synthesize it. The reactants are: [CH3:1][C:2]1[N:3]=[C:4]([C:17]2[CH:21]=[CH:20][N:19]([CH2:22][CH2:23]OS(C)(=O)=O)[N:18]=2)[S:5][C:6]=1[C:7](=[O:16])[NH:8][CH2:9][C:10]1[CH:11]=[N:12][CH:13]=[CH:14][CH:15]=1.[CH3:29][NH:30][C:31]1[CH:36]=[CH:35][CH:34]=[CH:33][CH:32]=1. (3) Given the product [CH:36]1([C:34]([NH:33][C:31]2[N:32]=[C:27]3[CH:26]=[CH:25][C:24]([O:23][C:22]4[CH:39]=[CH:40][C:41]([CH3:42])=[C:20]([NH:19][C:7]([C:3]5[N:4]=[CH:5][S:6][C:2]=5[CH3:1])=[O:9])[CH:21]=4)=[CH:29][N:28]3[N:30]=2)=[O:35])[CH2:37][CH2:38]1, predict the reactants needed to synthesize it. The reactants are: [CH3:1][C:2]1[S:6][CH:5]=[N:4][C:3]=1[C:7]([OH:9])=O.O1CCCC1.S(Cl)(Cl)=O.[NH2:19][C:20]1[CH:21]=[C:22]([CH:39]=[CH:40][C:41]=1[CH3:42])[O:23][C:24]1[CH:25]=[CH:26][C:27]2[N:28]([N:30]=[C:31]([NH:33][C:34]([CH:36]3[CH2:38][CH2:37]3)=[O:35])[N:32]=2)[CH:29]=1. (4) Given the product [CH3:9][N:10]1[CH2:15][CH2:14][CH:13]([N:6]2[CH:5]=[C:4]([N+:1]([O-:3])=[O:2])[CH:8]=[N:7]2)[CH2:12][CH2:11]1, predict the reactants needed to synthesize it. The reactants are: [N+:1]([C:4]1[CH:5]=[N:6][NH:7][CH:8]=1)([O-:3])=[O:2].[CH3:9][N:10]1[CH2:15][CH2:14][CH:13](O)[CH2:12][CH2:11]1.C1(P(C2C=CC=CC=2)C2C=CC=CC=2)C=CC=CC=1.N(C(OC(C)(C)C)=O)=NC(OC(C)(C)C)=O. (5) The reactants are: O1CC[O:3][CH:2]1[C:6]1[S:10][C:9]([C:11]2[CH:12]=[C:13]3[C:17](=[CH:18][CH:19]=2)[C:16](=[O:20])[NH:15][CH2:14]3)=[CH:8][CH:7]=1.[C:21](OC(=O)C)(=[O:23])[CH3:22]. Given the product [C:21]([N:15]1[CH2:14][C:13]2[C:17](=[CH:18][CH:19]=[C:11]([C:9]3[S:10][C:6]([CH:2]=[O:3])=[CH:7][CH:8]=3)[CH:12]=2)[C:16]1=[O:20])(=[O:23])[CH3:22], predict the reactants needed to synthesize it. (6) Given the product [CH2:1]([O:8][C:9]1[C:10]([O:27][CH2:34][C:35]2[CH:40]=[CH:39][CH:38]=[CH:37][CH:36]=2)=[C:11]([CH:23]=[C:24]([I:26])[N:25]=1)[C:12]([NH:14][CH2:15][C:16]1[CH:21]=[CH:20][C:19]([F:22])=[CH:18][CH:17]=1)=[O:13])[C:2]1[CH:3]=[CH:4][CH:5]=[CH:6][CH:7]=1, predict the reactants needed to synthesize it. The reactants are: [CH2:1]([O:8][C:9]1[C:10]([OH:27])=[C:11]([CH:23]=[C:24]([I:26])[N:25]=1)[C:12]([NH:14][CH2:15][C:16]1[CH:21]=[CH:20][C:19]([F:22])=[CH:18][CH:17]=1)=[O:13])[C:2]1[CH:7]=[CH:6][CH:5]=[CH:4][CH:3]=1.C([O-])([O-])=O.[K+].[K+].[CH2:34](Br)[C:35]1[CH:40]=[CH:39][CH:38]=[CH:37][CH:36]=1.Cl. (7) Given the product [NH2:15][C:12]1[N:11]=[CH:10][C:9]([O:8][C:6]2[CH:5]=[CH:4][C:3]([NH:18][C:19](=[O:28])[O:20][CH2:21][C:22]3[CH:27]=[CH:26][CH:25]=[CH:24][CH:23]=3)=[C:2]([F:1])[CH:7]=2)=[CH:14][CH:13]=1, predict the reactants needed to synthesize it. The reactants are: [F:1][C:2]1[CH:7]=[C:6]([O:8][C:9]2[CH:10]=[N:11][C:12]([N+:15]([O-])=O)=[CH:13][CH:14]=2)[CH:5]=[CH:4][C:3]=1[NH:18][C:19](=[O:28])[O:20][CH2:21][C:22]1[CH:27]=[CH:26][CH:25]=[CH:24][CH:23]=1.O.[Cl-].[Ca+2].[Cl-]. (8) Given the product [F:1][C:2]1[CH:3]=[N:4][CH:5]=[C:6]([CH:10]=1)[C:7]([NH:36][C:26]1[CH:25]=[C:24]([CH3:23])[N:28]([CH2:29][C:30]2[N:35]=[CH:34][CH:33]=[CH:32][N:31]=2)[N:27]=1)=[O:9], predict the reactants needed to synthesize it. The reactants are: [F:1][C:2]1[CH:3]=[N:4][CH:5]=[C:6]([CH:10]=1)[C:7]([OH:9])=O.Cl.C(N=C=NCCCN(C)C)C.[CH3:23][C:24]1[N:28]([CH2:29][C:30]2[N:35]=[CH:34][CH:33]=[CH:32][N:31]=2)[N:27]=[C:26]([NH2:36])[CH:25]=1. (9) Given the product [C:17]([O:21][C:22](=[O:34])[NH:23][CH2:24][CH2:25][CH2:26][CH2:27][C:28](=[O:33])[C:2]1[CH:3]=[N:4][C:5]2[C:10]([CH:11]=1)=[CH:9][CH:8]=[CH:7][CH:6]=2)([CH3:20])([CH3:18])[CH3:19], predict the reactants needed to synthesize it. The reactants are: Br[C:2]1[CH:3]=[N:4][C:5]2[C:10]([CH:11]=1)=[CH:9][CH:8]=[CH:7][CH:6]=2.[Li]CCCC.[C:17]([O:21][C:22](=[O:34])[NH:23][CH2:24][CH2:25][CH2:26][CH2:27][C:28](=[O:33])N(OC)C)([CH3:20])([CH3:19])[CH3:18].